This data is from Full USPTO retrosynthesis dataset with 1.9M reactions from patents (1976-2016). The task is: Predict the reactants needed to synthesize the given product. (1) Given the product [Cl:1][C:2]1[CH:7]=[C:6]2[NH:8][C:9](=[O:38])[C:10]3([CH:15]([C:16]4[CH:21]=[C:20]([Cl:22])[CH:19]=[CH:18][C:17]=4[N:23]4[CH2:28][CH2:27][N:26]([CH2:46][CH2:47][OH:48])[CH2:25][CH2:24]4)[CH2:14][C:13](=[O:29])[NH:12][CH:11]3[C:30]3[CH:35]=[C:34]([F:36])[CH:33]=[CH:32][C:31]=3[CH3:37])[C:5]2=[CH:4][CH:3]=1, predict the reactants needed to synthesize it. The reactants are: [Cl:1][C:2]1[CH:7]=[C:6]2[NH:8][C:9](=[O:38])[C:10]3([CH:15]([C:16]4[CH:21]=[C:20]([Cl:22])[CH:19]=[CH:18][C:17]=4[N:23]4[CH2:28][CH2:27][NH:26][CH2:25][CH2:24]4)[CH2:14][C:13](=[O:29])[NH:12][CH:11]3[C:30]3[CH:35]=[C:34]([F:36])[CH:33]=[CH:32][C:31]=3[CH3:37])[C:5]2=[CH:4][CH:3]=1.CCN(CC)CC.[CH3:46][C:47](C)=[O:48]. (2) The reactants are: [CH2:1]([O:8][C:9]([NH:11][C:12]1([CH:16]([CH3:22])[C:17]([O:19]CC)=[O:18])[CH2:15][O:14][CH2:13]1)=[O:10])[C:2]1[CH:7]=[CH:6][CH:5]=[CH:4][CH:3]=1.[OH-].[Na+]. Given the product [CH2:1]([O:8][C:9]([NH:11][C:12]1([CH:16]([CH3:22])[C:17]([OH:19])=[O:18])[CH2:13][O:14][CH2:15]1)=[O:10])[C:2]1[CH:7]=[CH:6][CH:5]=[CH:4][CH:3]=1, predict the reactants needed to synthesize it. (3) Given the product [N:1]1[CH:6]=[CH:5][CH:4]=[C:3]([CH2:7][NH:8][C:9]([NH:11][C:12]2[CH:13]=[CH:14][C:15]([N:18]3[C:26]4[C:21](=[CH:22][CH:23]=[CH:24][CH:25]=4)[C:20]([C:27]([OH:29])=[O:28])=[N:19]3)=[CH:16][CH:17]=2)=[O:10])[CH:2]=1, predict the reactants needed to synthesize it. The reactants are: [N:1]1[CH:6]=[CH:5][CH:4]=[C:3]([CH2:7][NH:8][C:9]([NH:11][C:12]2[CH:17]=[CH:16][C:15]([N:18]3[C:26]4[C:21](=[CH:22][CH:23]=[CH:24][CH:25]=4)[C:20]([C:27]([O:29]C)=[O:28])=[N:19]3)=[CH:14][CH:13]=2)=[O:10])[CH:2]=1.CO.O.O[Li].O. (4) Given the product [CH2:54]([N:61]1[CH2:66][CH2:65][C:64]2([C:74]3[C:69](=[CH:70][CH:71]=[CH:72][C:73]=3[CH:75]([OH:77])[CH3:76])[N:68]([C:44]3[C:45]4[C@H:52]([CH3:53])[CH2:51][CH2:50][C:46]=4[N:47]=[CH:48][N:49]=3)[CH2:67]2)[CH2:63][CH2:62]1)[C:55]1[CH:60]=[CH:59][CH:58]=[CH:57][CH:56]=1, predict the reactants needed to synthesize it. The reactants are: CC1(C)C2C(=C(P(C3C=CC=CC=3)C3C=CC=CC=3)C=CC=2)OC2C(P(C3C=CC=CC=3)C3C=CC=CC=3)=CC=CC1=2.Cl[C:44]1[C:45]2[C@H:52]([CH3:53])[CH2:51][CH2:50][C:46]=2[N:47]=[CH:48][N:49]=1.[CH2:54]([N:61]1[CH2:66][CH2:65][C:64]2([C:74]3[C:69](=[CH:70][CH:71]=[CH:72][C:73]=3[CH:75]([OH:77])[CH3:76])[NH:68][CH2:67]2)[CH2:63][CH2:62]1)[C:55]1[CH:60]=[CH:59][CH:58]=[CH:57][CH:56]=1.C([O-])([O-])=O.[Cs+].[Cs+]. (5) Given the product [NH2:7][CH:8]1[CH2:9][CH2:10][N:11]([CH2:14][CH2:15][N:16]2[C:25]3[C:20](=[C:21]([C:28]4[CH:33]=[CH:32][N:31]=[CH:30][CH:29]=4)[CH:22]=[C:23]([O:26][CH3:27])[CH:24]=3)[N:19]=[CH:18][C:17]2=[O:34])[CH2:12][CH2:13]1, predict the reactants needed to synthesize it. The reactants are: C(OC(=O)[NH:7][CH:8]1[CH2:13][CH2:12][N:11]([CH2:14][CH2:15][N:16]2[C:25]3[C:20](=[C:21]([C:28]4[CH:33]=[CH:32][N:31]=[CH:30][CH:29]=4)[CH:22]=[C:23]([O:26][CH3:27])[CH:24]=3)[N:19]=[CH:18][C:17]2=[O:34])[CH2:10][CH2:9]1)(C)(C)C.FC(F)(F)C(O)=O. (6) Given the product [O:10]=[C:2]1[N:1]([C:11]([O:12][C:13]([CH3:16])([CH3:15])[CH3:14])=[O:17])[C@H:5]([C:6]([O:8][CH3:9])=[O:7])[CH2:4][CH2:3]1, predict the reactants needed to synthesize it. The reactants are: [NH:1]1[C@H:5]([C:6]([O:8][CH3:9])=[O:7])[CH2:4][CH2:3][C:2]1=[O:10].[C:11](=O)([O:17]C(C)(C)C)[O:12][C:13]([CH3:16])([CH3:15])[CH3:14].